From a dataset of Reaction yield outcomes from USPTO patents with 853,638 reactions. Predict the reaction yield, written as a fraction of the theoretical maximum amount of product (1.0 means a 100% yield; for example, 0.34 means a 34% yield). The reactants are C(N([P:8]([N:12]([CH:16]([CH3:18])[CH3:17])[CH:13]([CH3:15])[CH3:14])(Cl)([O-:10])[O-:9])C(C)C)(C)C.[O:19]([CH2:26][C:27]([NH:29][C:30]1[NH:31][C:32](=[O:70])[C:33]2[N:34]=[CH:35][N:36]([C:68]=2[N:69]=1)[C@@H:37]1[O:67][C@H:41]([CH2:42][O:43][C:44]([C:61]2[CH:66]=[CH:65][CH:64]=[CH:63][CH:62]=2)([C:53]2[CH:58]=[CH:57][C:56]([O:59][CH3:60])=[CH:55][CH:54]=2)[C:45]2[CH:50]=[CH:49][C:48]([O:51][CH3:52])=[CH:47][CH:46]=2)[C@@H:39]([OH:40])[CH2:38]1)=[O:28])[C:20]1[CH:25]=[CH:24][CH:23]=[CH:22][CH:21]=1.C(N(C(C)C)C(C)C)C.[C:80]([O:83][C@@H:84]1[C@@H:96]([O:97][C:98](=[O:100])[CH3:99])[C@@H:95]([O:101][C:102](=[O:104])[CH3:103])[C@@H:94]([CH2:105][O:106][C:107](=[O:109])[CH3:108])[O:93][C@H:85]1[O:86][CH2:87][CH2:88][O:89][CH2:90][CH2:91]O)(=[O:82])[CH3:81].N1C=NN=N1.O(CC(NC1NC(=O)C2N=CN(C=2N=1)[C@@H]1O[C@H](COC(C2C=CC=CC=2)(C2C=CC(OC)=CC=2)C2C=CC(OC)=CC=2)[C@@H](OP(N(C(C)C)C(C)C)(OCCOCCO[C@@H]2O[C@H](COC(=O)C)[C@@H](OC(=O)C)[C@H](OC(=O)C)[C@H]2OC(=O)C)=O)C1)=O)C1C=CC=CC=1. The catalyst is ClCCl. The product is [O:19]([CH2:26][C:27]([NH:29][C:30]1[NH:31][C:32](=[O:70])[C:33]2[N:34]=[CH:35][N:36]([C:68]=2[N:69]=1)[C@@H:37]1[O:67][C@H:41]([CH2:42][O:43][C:44]([C:61]2[CH:66]=[CH:65][CH:64]=[CH:63][CH:62]=2)([C:45]2[CH:50]=[CH:49][C:48]([O:51][CH3:52])=[CH:47][CH:46]=2)[C:53]2[CH:54]=[CH:55][C:56]([O:59][CH3:60])=[CH:57][CH:58]=2)[C@@H:39]([O:40][P:8]([N:12]([CH:13]([CH3:14])[CH3:15])[CH:16]([CH3:17])[CH3:18])([O:9][CH2:91][CH2:90][O:89][CH2:88][CH2:87][O:86][C@@H:85]2[O:93][C@H:94]([CH2:105][O:106][C:107](=[O:109])[CH3:108])[C@H:95]([O:101][C:102](=[O:104])[CH3:103])[C@H:96]([O:97][C:98](=[O:100])[CH3:99])[C@H:84]2[O:83][C:80](=[O:82])[CH3:81])=[O:10])[CH2:38]1)=[O:28])[C:20]1[CH:21]=[CH:22][CH:23]=[CH:24][CH:25]=1. The yield is 0.693.